Dataset: Full USPTO retrosynthesis dataset with 1.9M reactions from patents (1976-2016). Task: Predict the reactants needed to synthesize the given product. (1) Given the product [Cl:18][C:19]1[CH:26]=[C:25]([Cl:27])[CH:24]=[CH:23][C:20]=1[CH2:21][NH:22][C:15](=[O:16])[CH2:14][CH2:13][C:5]1[CH:6]=[CH:7][C:8]([O:9][CH2:10][C:11]#[CH:12])=[C:3]([O:2][CH3:1])[CH:4]=1, predict the reactants needed to synthesize it. The reactants are: [CH3:1][O:2][C:3]1[CH:4]=[C:5]([CH2:13][CH2:14][C:15](Cl)=[O:16])[CH:6]=[CH:7][C:8]=1[O:9][CH2:10][C:11]#[CH:12].[Cl:18][C:19]1[CH:26]=[C:25]([Cl:27])[CH:24]=[CH:23][C:20]=1[CH2:21][NH2:22]. (2) Given the product [C:4]([C@@H:3]([NH:2][C:16](=[O:17])[C:15]([F:27])([F:14])[CH2:19][CH2:20][C:21]1[CH:22]=[CH:23][CH:24]=[CH:25][CH:26]=1)[CH2:6][CH2:7][C:8]1[CH:13]=[CH:12][CH:11]=[CH:10][CH:9]=1)#[N:5], predict the reactants needed to synthesize it. The reactants are: Cl.[NH2:2][C@@H:3]([CH2:6][CH2:7][C:8]1[CH:13]=[CH:12][CH:11]=[CH:10][CH:9]=1)[C:4]#[N:5].[F:14][C:15]([F:27])([CH2:19][CH2:20][C:21]1[CH:26]=[CH:25][CH:24]=[CH:23][CH:22]=1)[C:16](O)=[O:17].FC(F)(CCC1C=CC=CC=1)C(N)=O. (3) Given the product [CH3:35][NH:36][C:7]([C:6]1[S:5][C:4]([C:10]2[CH:11]=[CH:12][C:13]3[N:14]([C:16]([C:19](=[O:34])[NH:20][C:21]4[CH:26]=[C:25]([C:27]5[N:31]=[C:30]([CH3:32])[O:29][N:28]=5)[CH:24]=[CH:23][C:22]=4[CH3:33])=[CH:17][N:18]=3)[CH:15]=2)=[N:3][C:2]=1[CH3:1])=[O:9], predict the reactants needed to synthesize it. The reactants are: [CH3:1][C:2]1[N:3]=[C:4]([C:10]2[CH:11]=[CH:12][C:13]3[N:14]([C:16]([C:19](=[O:34])[NH:20][C:21]4[CH:26]=[C:25]([C:27]5[N:31]=[C:30]([CH3:32])[O:29][N:28]=5)[CH:24]=[CH:23][C:22]=4[CH3:33])=[CH:17][N:18]=3)[CH:15]=2)[S:5][C:6]=1[C:7]([OH:9])=O.[CH3:35][N:36](C(ON1N=NC2C=CC=NC1=2)=[N+](C)C)C.F[P-](F)(F)(F)(F)F.CCN(C(C)C)C(C)C.CN.C1COCC1. (4) The reactants are: ClC(Cl)(Cl)COC(=O)[NH:6][C:7]1[CH:12]=[CH:11][C:10]([S:13][C:14]2[CH:19]=[CH:18][C:17]([C:20](=[O:29])[NH:21][C:22]3[CH:27]=[CH:26][C:25]([F:28])=[CH:24][N:23]=3)=[CH:16][C:15]=2[NH:30][C:31]2[C:32]3[CH:40]=[CH:39][C:38]([CH:41]([CH3:43])[CH3:42])=[N:37][C:33]=3[N:34]=[CH:35][N:36]=2)=[CH:9][CH:8]=1.[OH-].[Na+].Cl. Given the product [NH2:6][C:7]1[CH:12]=[CH:11][C:10]([S:13][C:14]2[CH:19]=[CH:18][C:17]([C:20]([NH:21][C:22]3[CH:27]=[CH:26][C:25]([F:28])=[CH:24][N:23]=3)=[O:29])=[CH:16][C:15]=2[NH:30][C:31]2[C:32]3[CH:40]=[CH:39][C:38]([CH:41]([CH3:43])[CH3:42])=[N:37][C:33]=3[N:34]=[CH:35][N:36]=2)=[CH:9][CH:8]=1, predict the reactants needed to synthesize it. (5) Given the product [C:1]([O:5][C:6]([NH:8][CH:9]1[CH2:12][N:11]([C:13]2[N:22]=[C:21]3[C:16]([C:17](=[O:32])[C:18]([C:27]([OH:29])=[O:28])=[CH:19][N:20]3[CH2:23][CH2:24][C:25]#[N:26])=[CH:15][C:14]=2[F:33])[CH2:10]1)=[O:7])([CH3:4])([CH3:2])[CH3:3], predict the reactants needed to synthesize it. The reactants are: [C:1]([O:5][C:6]([NH:8][CH:9]1[CH2:12][N:11]([C:13]2[N:22]=[C:21]3[C:16]([C:17](=[O:32])[C:18]([C:27]([O:29]CC)=[O:28])=[CH:19][N:20]3[CH2:23][CH2:24][C:25]#[N:26])=[CH:15][C:14]=2[F:33])[CH2:10]1)=[O:7])([CH3:4])([CH3:3])[CH3:2].[Li+].[OH-]. (6) The reactants are: C[O:2][C:3](=O)[CH:4]([NH:22][C:23]([O:25][C:26]([CH3:29])([CH3:28])[CH3:27])=[O:24])[CH2:5][C:6]1[CH:11]=[CH:10][C:9]([O:12][CH2:13][C:14]2[CH:19]=[CH:18][CH:17]=[CH:16][CH:15]=2)=[CH:8][C:7]=1[CH2:20]O.CS(Cl)(=O)=O.[CH2:36]([N:38](CC)CC)C. Given the product [C:26]([O:25][C:23](=[O:24])[NH:22][CH:4]1[C:3](=[O:2])[N:38]([CH3:36])[CH2:20][C:7]2[CH:8]=[C:9]([O:12][CH2:13][C:14]3[CH:19]=[CH:18][CH:17]=[CH:16][CH:15]=3)[CH:10]=[CH:11][C:6]=2[CH2:5]1)([CH3:29])([CH3:28])[CH3:27], predict the reactants needed to synthesize it. (7) Given the product [C:14]([O:13][C:5]1[CH:6]=[C:7]([O:11][CH3:12])[C:8]([O:9][CH3:10])=[C:3]([O:2][CH3:1])[CH:4]=1)(=[O:16])[CH3:15], predict the reactants needed to synthesize it. The reactants are: [CH3:1][O:2][C:3]1[CH:4]=[C:5]([OH:13])[CH:6]=[C:7]([O:11][CH3:12])[C:8]=1[O:9][CH3:10].[C:14](OC(=O)C)(=[O:16])[CH3:15]. (8) Given the product [F:39][C:40]1[CH:41]=[C:42]([NH:55][C:56]2[CH:61]=[C:60]([OH:62])[CH:59]=[CH:58][C:57]=2[C:64]2[N:65]([CH3:75])[C:66]3[C:71]([CH:72]=2)=[CH:70][CH:69]=[C:68]([OH:73])[CH:67]=3)[CH:43]=[CH:44][C:45]=1[O:46][CH2:47][CH2:48][N:49]1[CH2:50][CH2:51][CH2:52][CH2:53][CH2:54]1, predict the reactants needed to synthesize it. The reactants are: COC1C=CC(C2N(C)C3C(C=2)=CC=C(OC)C=3)=C(N)C=1.BrC1C=CC(OCCN2CCCCC2)=C(F)C=1.[F:39][C:40]1[CH:41]=[C:42]([NH:55][C:56]2[CH:61]=[C:60]([O:62]C)[CH:59]=[CH:58][C:57]=2[C:64]2[N:65]([CH3:75])[C:66]3[C:71]([CH:72]=2)=[CH:70][CH:69]=[C:68]([O:73]C)[CH:67]=3)[CH:43]=[CH:44][C:45]=1[O:46][CH2:47][CH2:48][N:49]1[CH2:54][CH2:53][CH2:52][CH2:51][CH2:50]1. (9) Given the product [CH2:26]([N:24]([CH3:25])[C:21]1[CH:20]=[CH:19][C:18]([C:16]2[N:17]=[C:11]3[CH:10]=[C:9]([NH:8][CH3:1])[CH:14]=[CH:13][N:12]3[CH:15]=2)=[CH:23][CH:22]=1)[C:27]1[CH:28]=[CH:29][CH:30]=[CH:31][CH:32]=1, predict the reactants needed to synthesize it. The reactants are: [CH2:1]([N:8](C)[C:9]1[CH:14]=[CH:13][N:12]2[CH:15]=[C:16]([C:18]3[CH:23]=[CH:22][C:21]([N:24]([CH2:26][C:27]4[CH:32]=[CH:31][CH:30]=[CH:29][CH:28]=4)[CH3:25])=[CH:20][CH:19]=3)[N:17]=[C:11]2[CH:10]=1)C1C=CC=CC=1.O.